The task is: Predict the product of the given reaction.. This data is from Forward reaction prediction with 1.9M reactions from USPTO patents (1976-2016). Given the reactants [N:1]1[CH:6]=[CH:5][CH:4]=[CH:3][CH:2]=1.[C:7]1([N:13]2[C:21]3[C:16](=[CH:17][CH:18]=[CH:19][CH:20]=3)[C:15](=[O:22])[C:14]2=[O:23])[CH:12]=[CH:11][CH:10]=[CH:9][CH:8]=1.FC(F)(F)S(O[C:30]1[CH:35]=[CH:34][CH:33]=[CH:32][C:31]=1[Si](C)(C)C)(=O)=O.[F-].[K+].O1CCOCCOCCOCCOCCOCC1, predict the reaction product. The product is: [O:22]([C:15]1([C:2]2[CH:3]=[CH:4][CH:5]=[CH:6][N:1]=2)[C:16]2[C:21](=[CH:20][CH:19]=[CH:18][CH:17]=2)[N:13]([C:7]2[CH:8]=[CH:9][CH:10]=[CH:11][CH:12]=2)[C:14]1=[O:23])[C:30]1[CH:35]=[CH:34][CH:33]=[CH:32][CH:31]=1.